From a dataset of Peptide-MHC class II binding affinity with 134,281 pairs from IEDB. Regression. Given a peptide amino acid sequence and an MHC pseudo amino acid sequence, predict their binding affinity value. This is MHC class II binding data. (1) The peptide sequence is AATAAAAAAVDRGDP. The MHC is HLA-DQA10101-DQB10501 with pseudo-sequence HLA-DQA10101-DQB10501. The binding affinity (normalized) is 0.0138. (2) The peptide sequence is AFMLAWNYGVPRVMS. The MHC is DRB1_0101 with pseudo-sequence DRB1_0101. The binding affinity (normalized) is 0.959. (3) The peptide sequence is YDKFLANMSTVLTGK. The MHC is DRB1_0701 with pseudo-sequence DRB1_0701. The binding affinity (normalized) is 0.746. (4) The peptide sequence is DPEDSALLEDPA. The MHC is HLA-DQA10501-DQB10201 with pseudo-sequence HLA-DQA10501-DQB10201. The binding affinity (normalized) is 0.243. (5) The peptide sequence is LRFRVPWISDTPYRV. The MHC is DRB1_1501 with pseudo-sequence DRB1_1501. The binding affinity (normalized) is 0.313. (6) The peptide sequence is KVTAKGVSEANTCAA. The MHC is DRB1_1302 with pseudo-sequence DRB1_1302. The binding affinity (normalized) is 0.284. (7) The peptide sequence is KFTQFAGKDLESIKG. The MHC is HLA-DQA10401-DQB10402 with pseudo-sequence HLA-DQA10401-DQB10402. The binding affinity (normalized) is 0.0883. (8) The peptide sequence is AYPSVLGQTIRNSRW. The binding affinity (normalized) is 0.352. The MHC is DRB1_0405 with pseudo-sequence DRB1_0405.